Dataset: NCI-60 drug combinations with 297,098 pairs across 59 cell lines. Task: Regression. Given two drug SMILES strings and cell line genomic features, predict the synergy score measuring deviation from expected non-interaction effect. (1) Drug 1: CC(C)(C#N)C1=CC(=CC(=C1)CN2C=NC=N2)C(C)(C)C#N. Drug 2: CN(CC1=CN=C2C(=N1)C(=NC(=N2)N)N)C3=CC=C(C=C3)C(=O)NC(CCC(=O)O)C(=O)O. Cell line: SNB-75. Synergy scores: CSS=6.53, Synergy_ZIP=-2.64, Synergy_Bliss=-2.49, Synergy_Loewe=-7.62, Synergy_HSA=-2.02. (2) Drug 1: C1=CC(=CC=C1CCCC(=O)O)N(CCCl)CCCl. Drug 2: N.N.Cl[Pt+2]Cl. Cell line: SR. Synergy scores: CSS=36.2, Synergy_ZIP=-3.88, Synergy_Bliss=-9.58, Synergy_Loewe=-16.0, Synergy_HSA=-8.15. (3) Drug 1: CC1=C2C(C(=O)C3(C(CC4C(C3C(C(C2(C)C)(CC1OC(=O)C(C(C5=CC=CC=C5)NC(=O)C6=CC=CC=C6)O)O)OC(=O)C7=CC=CC=C7)(CO4)OC(=O)C)O)C)OC(=O)C. Drug 2: CC1=C2C(C(=O)C3(C(CC4C(C3C(C(C2(C)C)(CC1OC(=O)C(C(C5=CC=CC=C5)NC(=O)OC(C)(C)C)O)O)OC(=O)C6=CC=CC=C6)(CO4)OC(=O)C)O)C)O. Cell line: 786-0. Synergy scores: CSS=0.268, Synergy_ZIP=2.16, Synergy_Bliss=1.66, Synergy_Loewe=-0.245, Synergy_HSA=0.103. (4) Drug 1: CCCCCOC(=O)NC1=NC(=O)N(C=C1F)C2C(C(C(O2)C)O)O. Drug 2: C(CN)CNCCSP(=O)(O)O. Cell line: T-47D. Synergy scores: CSS=-0.331, Synergy_ZIP=-0.699, Synergy_Bliss=-1.09, Synergy_Loewe=-3.56, Synergy_HSA=-2.56.